From a dataset of M1 muscarinic receptor antagonist screen with 61,756 compounds. Binary Classification. Given a drug SMILES string, predict its activity (active/inactive) in a high-throughput screening assay against a specified biological target. The compound is Brc1ccc(c2nc(on2)c2cc(OC)cc(OC)c2)cc1. The result is 0 (inactive).